This data is from Full USPTO retrosynthesis dataset with 1.9M reactions from patents (1976-2016). The task is: Predict the reactants needed to synthesize the given product. The reactants are: CCOCC.[H-].[Al+3].[Li+].[H-].[H-].[H-].[CH3:12][C:13]1[O:17][C:16]([C:18]2[CH:23]=[CH:22][CH:21]=[CH:20][CH:19]=2)=[N:15][C:14]=1[CH2:24][CH2:25][CH2:26][CH2:27][C:28](OC)=[O:29].[OH-].[Na+]. Given the product [CH3:12][C:13]1[O:17][C:16]([C:18]2[CH:23]=[CH:22][CH:21]=[CH:20][CH:19]=2)=[N:15][C:14]=1[CH2:24][CH2:25][CH2:26][CH2:27][CH2:28][OH:29], predict the reactants needed to synthesize it.